From a dataset of Forward reaction prediction with 1.9M reactions from USPTO patents (1976-2016). Predict the product of the given reaction. (1) Given the reactants C1C=CC2N(O)N=NC=2C=1.[C:11]([NH:14][C@@H:15]([CH2:19][C:20]1[CH:25]=[CH:24][CH:23]=[CH:22][CH:21]=1)[C:16](O)=[O:17])(=[O:13])[CH3:12].CCN=C=NCCCN(C)C.Cl.[NH2:38][C@@H:39]([CH2:48][C:49]1[CH:54]=[CH:53][CH:52]=[C:51]([CH2:55][N:56]2[CH2:60][C:59](=[O:61])[N:58]([CH2:62][C:63]3[CH:68]=[CH:67][C:66]([O:69][CH3:70])=[CH:65][CH:64]=3)[S:57]2(=[O:72])=[O:71])[CH:50]=1)[C:40]([NH:42][CH2:43][CH2:44][CH2:45][CH2:46][CH3:47])=[O:41], predict the reaction product. The product is: [C:11]([NH:14][C@@H:15]([CH2:19][C:20]1[CH:21]=[CH:22][CH:23]=[CH:24][CH:25]=1)[C:16]([NH:38][C@@H:39]([CH2:48][C:49]1[CH:54]=[CH:53][CH:52]=[C:51]([CH2:55][N:56]2[CH2:60][C:59](=[O:61])[N:58]([CH2:62][C:63]3[CH:68]=[CH:67][C:66]([O:69][CH3:70])=[CH:65][CH:64]=3)[S:57]2(=[O:71])=[O:72])[CH:50]=1)[C:40]([NH:42][CH2:43][CH2:44][CH2:45][CH2:46][CH3:47])=[O:41])=[O:17])(=[O:13])[CH3:12]. (2) The product is: [Br:1][C:2]1[CH:3]=[C:4]([NH:8][C:9]([CH3:14])([CH3:13])[C:10]([NH:18][CH2:17][C:16]([F:20])([F:19])[F:15])=[O:12])[CH:5]=[N:6][CH:7]=1. Given the reactants [Br:1][C:2]1[CH:3]=[C:4]([NH:8][C:9]([CH3:14])([CH3:13])[C:10]([OH:12])=O)[CH:5]=[N:6][CH:7]=1.[F:15][C:16]([F:20])([F:19])[CH2:17][NH2:18].C1C=CC2N(O)N=NC=2C=1.CCN(C(C)C)C(C)C.C(Cl)CCl, predict the reaction product. (3) Given the reactants [Cl:1][C:2]1[CH:3]=[C:4]([C:8]2[C:13]3[N:14]([CH2:25][C@H:26]4[CH2:31][CH2:30][C@H:29]([CH3:32])[CH2:28][CH2:27]4)[C:15]([C:17]([C:19]4[CH:24]=[CH:23][CH:22]=[CH:21][CH:20]=4)=[CH2:18])=[N:16][C:12]=3[CH:11]=[C:10]([C:33]3[NH:37][C:36](=[O:38])[O:35][N:34]=3)[N:9]=2)[CH:5]=[N:6][CH:7]=1.[CH3:39][O-:40].[Na+], predict the reaction product. The product is: [Cl:1][C:2]1[CH:3]=[C:4]([C:8]2[C:13]3[N:14]([CH2:25][C@H:26]4[CH2:27][CH2:28][C@H:29]([CH3:32])[CH2:30][CH2:31]4)[C:15]([CH:17]([C:19]4[CH:20]=[CH:21][CH:22]=[CH:23][CH:24]=4)[CH2:18][O:40][CH3:39])=[N:16][C:12]=3[CH:11]=[C:10]([C:33]3[NH:37][C:36](=[O:38])[O:35][N:34]=3)[N:9]=2)[CH:5]=[N:6][CH:7]=1. (4) Given the reactants [C:1]([C:3]1[C:11]2[C:6](=[CH:7][C:8]([CH2:13][CH3:14])=[C:9]([F:12])[CH:10]=2)[NH:5][C:4]=1[C:15]1[N:20]=[CH:19][C:18]([S:21]([NH:24][C@@H:25]([CH3:30])[C:26]([F:29])([F:28])[F:27])(=[O:23])=[O:22])=[CH:17][CH:16]=1)#[N:2].Br[C:32]1[N:37]=[CH:36][CH:35]=[CH:34][N:33]=1.C(=O)([O-])[O-].[K+].[K+], predict the reaction product. The product is: [C:1]([C:3]1[C:11]2[C:6](=[CH:7][C:8]([CH2:13][CH3:14])=[C:9]([F:12])[CH:10]=2)[N:5]([C:32]2[N:37]=[CH:36][CH:35]=[CH:34][N:33]=2)[C:4]=1[C:15]1[N:20]=[CH:19][C:18]([S:21]([NH:24][C@@H:25]([CH3:30])[C:26]([F:29])([F:27])[F:28])(=[O:22])=[O:23])=[CH:17][CH:16]=1)#[N:2]. (5) Given the reactants [C:1]([N:8]1[CH2:11][CH:10](I)[CH2:9]1)([O:3][C:4]([CH3:7])([CH3:6])[CH3:5])=[O:2].[NH2:13][C:14]1[C:19]([OH:20])=[C:18]([Cl:21])[N:17]=[CH:16][N:15]=1.C(=O)([O-])[O-].[K+].[K+], predict the reaction product. The product is: [NH2:13][C:14]1[C:19]([O:20][CH:10]2[CH2:11][N:8]([C:1]([O:3][C:4]([CH3:7])([CH3:6])[CH3:5])=[O:2])[CH2:9]2)=[C:18]([Cl:21])[N:17]=[CH:16][N:15]=1. (6) Given the reactants [C:1]([C:3]1[N:4]([CH2:21][C:22](O)=[O:23])[C:5]([C:8]2[CH:9]=[CH:10][C:11]3[NH:16][C:15](=[O:17])[O:14][C:13]([CH3:19])([CH3:18])[C:12]=3[CH:20]=2)=[CH:6][CH:7]=1)#[N:2].[CH2:25]([O:27][C:28]1[CH:29]=[C:30]([CH2:36][CH2:37][NH2:38])[CH:31]=[CH:32][C:33]=1[O:34][CH3:35])[CH3:26].C(N(C(C)C)CC)(C)C.F[P-](F)(F)(F)(F)F.N1(OC(N(C)C)=[N+](C)C)C2N=CC=CC=2N=N1, predict the reaction product. The product is: [C:1]([C:3]1[N:4]([CH2:21][C:22]([NH:38][CH2:37][CH2:36][C:30]2[CH:31]=[CH:32][C:33]([O:34][CH3:35])=[C:28]([O:27][CH2:25][CH3:26])[CH:29]=2)=[O:23])[C:5]([C:8]2[CH:9]=[CH:10][C:11]3[NH:16][C:15](=[O:17])[O:14][C:13]([CH3:18])([CH3:19])[C:12]=3[CH:20]=2)=[CH:6][CH:7]=1)#[N:2]. (7) Given the reactants [C:1]([C:4]1[CH:9]=[CH:8][CH:7]=[CH:6][C:5]=1[NH:10][C:11]1[CH:16]=[CH:15][C:14]([C:17]2[CH:22]=[CH:21][C:20]([NH:23]C3C=CC(C)=CC=3C(O)=O)=[C:19]([O:34][CH3:35])[CH:18]=2)=[CH:13][C:12]=1[O:36][CH3:37])([OH:3])=[O:2].[CH3:38]OC1C=C(C2C=CC(N)=C(OC)C=2)C=CC=1N.IC1C=CC=CC=1C(O)=O.C([O-])([O-])=O.[Cs+].[Cs+], predict the reaction product. The product is: [NH2:23][C:20]1[CH:21]=[CH:22][C:17]([C:14]2[CH:15]=[CH:16][C:11]([NH:10][C:5]3[CH:6]=[CH:7][CH:8]=[CH:9][C:4]=3[C:1]([O:3][CH3:38])=[O:2])=[C:12]([O:36][CH3:37])[CH:13]=2)=[CH:18][C:19]=1[O:34][CH3:35]. (8) Given the reactants Cl[C:2]1[N:3]=[C:4]([N:23]2[CH2:28][CH2:27][O:26][CH2:25][CH2:24]2)[C:5]2[S:10][C:9]([CH2:11][N:12]3[CH2:17][CH2:16][N:15]([C:18](=[O:22])[C@@H:19]([OH:21])[CH3:20])[CH2:14][CH2:13]3)=[CH:8][C:6]=2[N:7]=1.CC1(C)C(C)(C)OB([C:37]2[CH:38]=[N:39][C:40]([NH2:43])=[N:41][CH:42]=2)O1, predict the reaction product. The product is: [NH2:43][C:40]1[N:41]=[CH:42][C:37]([C:2]2[N:3]=[C:4]([N:23]3[CH2:28][CH2:27][O:26][CH2:25][CH2:24]3)[C:5]3[S:10][C:9]([CH2:11][N:12]4[CH2:17][CH2:16][N:15]([C:18](=[O:22])[C@@H:19]([OH:21])[CH3:20])[CH2:14][CH2:13]4)=[CH:8][C:6]=3[N:7]=2)=[CH:38][N:39]=1.